From a dataset of Full USPTO retrosynthesis dataset with 1.9M reactions from patents (1976-2016). Predict the reactants needed to synthesize the given product. (1) Given the product [CH3:32][N:33]([CH3:37])[CH2:34][CH2:35][O:25][C:24](=[O:26])[C:23]1[CH:27]=[CH:28][CH:29]=[C:21]([NH:20][C:18](=[O:19])/[CH:17]=[CH:16]/[O:15][C:14]2[CH:30]=[CH:31][C:11]([C:1]34[CH2:2][CH:3]5[CH2:4][CH:5]([CH2:6][CH:7]([CH2:9]5)[CH2:8]3)[CH2:10]4)=[CH:12][CH:13]=2)[CH:22]=1, predict the reactants needed to synthesize it. The reactants are: [C:1]12([C:11]3[CH:31]=[CH:30][C:14]([O:15]/[CH:16]=[CH:17]/[C:18]([NH:20][C:21]4[CH:22]=[C:23]([CH:27]=[CH:28][CH:29]=4)[C:24]([OH:26])=[O:25])=[O:19])=[CH:13][CH:12]=3)[CH2:10][CH:5]3[CH2:6][CH:7]([CH2:9][CH:3]([CH2:4]3)[CH2:2]1)[CH2:8]2.[CH3:32][N:33]([CH3:37])[CH2:34][CH2:35]Cl.Cl.C([O-])([O-])=O.[K+].[K+]. (2) Given the product [CH3:15][C:10]1[C:9]2[C:5]([CH2:3][OH:2])=[N:6][S:7][C:8]=2[CH:13]=[C:12]([CH3:14])[CH:11]=1, predict the reactants needed to synthesize it. The reactants are: C[O:2][C:3]([C:5]1[C:9]2[C:10]([CH3:15])=[CH:11][C:12]([CH3:14])=[CH:13][C:8]=2[S:7][N:6]=1)=O.[H-].[Al+3].[Li+].[H-].[H-].[H-].C([O-])(O)=O.[Na+]. (3) Given the product [N:34]12[CH2:33][C@@H:32]([NH:31][C:24]([C:20]3[CH:21]=[CH:22][CH:23]=[C:17]4[O:16][C:15]([N:11]5[C@@H:12]([CH3:14])[CH2:13][N:8]([CH2:1][C:2]6[CH:3]=[CH:4][CH:5]=[CH:6][CH:7]=6)[C:9](=[O:28])[C@@H:10]5[CH3:27])=[N:19][C:18]=34)=[O:25])[CH:37]([CH2:38][CH2:39]1)[CH2:36][CH2:35]2, predict the reactants needed to synthesize it. The reactants are: [CH2:1]([N:8]1[CH2:13][C@H:12]([CH3:14])[N:11]([C:15]2[O:16][C:17]3[C:18](=[C:20]([C:24](O)=[O:25])[CH:21]=[CH:22][CH:23]=3)[N:19]=2)[C@@H:10]([CH3:27])[C:9]1=[O:28])[C:2]1[CH:7]=[CH:6][CH:5]=[CH:4][CH:3]=1.Cl.Cl.[NH2:31][C@H:32]1[CH:37]2[CH2:38][CH2:39][N:34]([CH2:35][CH2:36]2)[CH2:33]1. (4) Given the product [C:6]([C:7]1[CH:12]=[CH:11][C:10]([C:13]2[CH:18]=[CH:17][CH:16]=[CH:15][N:14]=2)=[CH:9][CH:8]=1)#[CH:5], predict the reactants needed to synthesize it. The reactants are: C[Si]([C:5]#[C:6][C:7]1[CH:12]=[CH:11][C:10]([C:13]2[CH:18]=[CH:17][CH:16]=[CH:15][N:14]=2)=[CH:9][CH:8]=1)(C)C.[F-].C([N+](CCCC)(CCCC)CCCC)CCC.ClCCl.O. (5) Given the product [CH2:21]([NH:2][C@@H:3]([CH:4]([CH3:6])[CH3:5])[C:7]([O:9][CH3:10])=[O:8])[CH2:20][CH2:19][CH2:18][CH2:17][CH:16]=[CH2:15], predict the reactants needed to synthesize it. The reactants are: Cl.[NH2:2][C@H:3]([C:7]([O:9][CH3:10])=[O:8])[CH:4]([CH3:6])[CH3:5].[BH3-]C#N.[Na+].[CH:15](=O)[CH2:16][CH2:17][CH2:18][CH2:19][CH:20]=[CH2:21].